The task is: Predict the product of the given reaction.. This data is from Forward reaction prediction with 1.9M reactions from USPTO patents (1976-2016). (1) Given the reactants [O:1]1[C:9]2[CH:8]=[CH:7][N:6]=[C:5]([N:10]3[CH2:15][CH2:14][N:13]([CH2:16][CH2:17][C@H:18]4[CH2:23][CH2:22][C@H:21]([NH:24]C(=O)C/C=C/C)[CH2:20][CH2:19]4)[CH2:12][CH2:11]3)[C:4]=2[CH2:3][CH2:2]1.[F:31][C:32]([F:39])([F:38])[CH:33]([OH:37])[C:34](O)=[O:35], predict the reaction product. The product is: [O:1]1[C:9]2[CH:8]=[CH:7][N:6]=[C:5]([N:10]3[CH2:15][CH2:14][N:13]([CH2:16][CH2:17][C@H:18]4[CH2:23][CH2:22][C@H:21]([NH:24][C:34](=[O:35])[CH:33]([OH:37])[C:32]([F:39])([F:38])[F:31])[CH2:20][CH2:19]4)[CH2:12][CH2:11]3)[C:4]=2[CH2:3][CH2:2]1. (2) Given the reactants Br[C:2]1[CH:7]=[C:6](/[CH:8]=[CH:9]/[C:10]2[CH:15]=[CH:14][C:13]([F:16])=[CH:12][C:11]=2[F:17])[CH:5]=[CH:4][C:3]=1[S:18]([C:21]1[CH:26]=[CH:25][CH:24]=[CH:23][CH:22]=1)(=[O:20])=[O:19].[Cu][C:28]#[N:29], predict the reaction product. The product is: [F:17][C:11]1[CH:12]=[C:13]([F:16])[CH:14]=[CH:15][C:10]=1/[CH:9]=[CH:8]/[C:6]1[CH:5]=[CH:4][C:3]([S:18]([C:21]2[CH:26]=[CH:25][CH:24]=[CH:23][CH:22]=2)(=[O:20])=[O:19])=[C:2]([CH:7]=1)[C:28]#[N:29]. (3) Given the reactants Br[CH:2]1[CH2:8][NH:7][C:6]2[CH:9]=[CH:10][CH:11]=[CH:12][C:5]=2[N:4]2[C:13]([CH3:16])=[N:14][N:15]=[C:3]12.[C:17]1(B(O)O)[CH:22]=[CH:21][CH:20]=[CH:19][CH:18]=1.C([O-])([O-])=O.[Cs+].[Cs+], predict the reaction product. The product is: [CH3:16][C:13]1[N:4]2[C:5]3[CH:12]=[CH:11][C:10]([C:17]4[CH:22]=[CH:21][CH:20]=[CH:19][CH:18]=4)=[CH:9][C:6]=3[NH:7][CH2:8][CH2:2][C:3]2=[N:15][N:14]=1. (4) Given the reactants [CH3:1][O:2][C:3]1[N:4]=[C:5]2[C:10](=[CH:11][CH:12]=1)[N:9]=[CH:8][CH:7]=[C:6]2OS(C(F)(F)F)(=O)=O.[C:21]([C:23]1([OH:33])[CH2:32][CH2:31][C:26]2([O:30][CH2:29][CH2:28][O:27]2)[CH2:25][CH2:24]1)#[CH:22], predict the reaction product. The product is: [CH3:1][O:2][C:3]1[N:4]=[C:5]2[C:10](=[CH:11][CH:12]=1)[N:9]=[CH:8][CH:7]=[C:6]2[C:22]#[C:21][C:23]1([OH:33])[CH2:32][CH2:31][C:26]2([O:27][CH2:28][CH2:29][O:30]2)[CH2:25][CH2:24]1. (5) Given the reactants [CH2:1]([C:3]1[CH:8]=[CH:7][CH:6]=[CH:5][C:4]=1[NH:9][C:10]([NH:12][NH2:13])=[S:11])[CH3:2].C(O)(=O)C.[N:18]([O-])=O.[Na+], predict the reaction product. The product is: [CH2:1]([C:3]1[CH:8]=[CH:7][CH:6]=[CH:5][C:4]=1[NH:9][C:10]1[S:11][N:18]=[N:13][N:12]=1)[CH3:2]. (6) Given the reactants C([O:3][C:4](=[O:33])/[C:5](=[CH:12]/[C:13]1[N:17]([CH2:18][C:19]2[CH:24]=[CH:23][C:22]([C:25]([O:27]C)=[O:26])=[CH:21][CH:20]=2)[C:16]([CH2:29][CH2:30][CH2:31][CH3:32])=[N:15][CH:14]=1)/[CH2:6][C:7]1[S:8][CH:9]=[CH:10][CH:11]=1)C.[OH-].[Na+], predict the reaction product. The product is: [CH3:32][CH2:31][CH2:30][CH2:29][C:16]1[N:17]([CH2:18][C:19]2[CH:24]=[CH:23][C:22]([C:25]([OH:27])=[O:26])=[CH:21][CH:20]=2)[C:13](/[CH:12]=[C:5](/[C:4]([OH:33])=[O:3])\[CH2:6][C:7]2[S:8][CH:9]=[CH:10][CH:11]=2)=[CH:14][N:15]=1. (7) Given the reactants [CH2:1]([O:3][C:4]([C:6]1[N:7]([CH3:13])[C:8](Br)=[N:9][C:10]=1[CH3:11])=[O:5])[CH3:2].[C:14]([C:16]1[CH:21]=[CH:20][C:19]([C:22]2[CH:27]=[CH:26][CH:25]=[CH:24][CH:23]=2)=[CH:18][CH:17]=1)#[CH:15], predict the reaction product. The product is: [CH2:1]([O:3][C:4]([C:6]1[N:7]([CH3:13])[C:8]([C:15]#[C:14][C:16]2[CH:21]=[CH:20][C:19]([C:22]3[CH:27]=[CH:26][CH:25]=[CH:24][CH:23]=3)=[CH:18][CH:17]=2)=[N:9][C:10]=1[CH3:11])=[O:5])[CH3:2].